This data is from B-cell epitopes from PDB crystal structures with 447 antigens. The task is: Token-level Classification. Given an antigen amino acid sequence, predict which amino acid positions are active epitope sites capable of antibody binding. Output is a list of indices for active positions. (1) Given the antigen sequence: RRRQLIRQLLERDKTPLAILFMAAVVGTLVGLAAVAFDKGVAWLQNQRMGALVHTADNYPLLLTVAFLCSAVLAMFGYFLVRKYAPEAGGSGIPEIEGALEDQRPVRWWRVLPVKFFGGLGTLGGGMVLGREGPTVQIGGNIGRMVLDIFRLKGDEARHTLLATGAAAGLAAAFNAPLAGILFIIEEMRPQFRYTLISIKAVFIGVIMSTIMYRIFNHEVALIDVGKLSDAPLNTLWLYLILGIIFGIFGPIFNKWVLGMQDLLHRVHGGNITKWVLMGGAIGGLCGLLGFVAPATSGGGFNLIPIATAGNFSMGMLVFIFVARVITTLLCFSSGAPGGIFAPMLALGTVLGTAFGMVAVELFPQYHLEAGTFAIAGMGALLAASIRAPLTGIILVLEMTDNYQLILPMIITGLGATLLAQFTGGKPLYSAILARTLAKQEAEQ, which amino acid positions are active epitope sites? The epitope positions are: [213, 214, 216, 217, 218, 225, 226, 228, 229, 230, 231, 232, 233, 362, 363, 364, 365, 366]. The amino acids at these positions are: RINHEGKSDAPLNFPQYH. (2) Given the antigen sequence: LYSPSDPLTLLQADTVRGAVLGSRSAWAVEFFASWCGHCIAFAPTWKALAEDVKAWRPALYLAALDCAEETNSAVCRDFNIPGFPTVRFFKAFTKNGSGAVFPVAGADVQTLRERLIDALESHHDTWPPACPPLEPAKLEEIDGFFARNNEEYLALIFEKGGSYLGREVALDLSQHKGVAVRRVLNTEANVVRKFGVTDFPSCYLLFRNGSVSRVPVLMESRSFYTAYLQRLSGLTR, which amino acid positions are active epitope sites? The epitope positions are: [34, 35, 36, 37, 41, 79, 80, 81, 82, 83, 84, 85, 87, 97, 98, 99, 100, 102, 104, 114]. The amino acids at these positions are: WCGHFNIPGFPTRSGAVPAR. (3) Given the antigen sequence: SNRDFLEGVSGATWVDLVLEGDSCVTIMSKDKPTIDVKMMNMEAANLAEVRSYCYLATVSDLSTKAACPTMGEAHNDKRADPAFVCRQGVVDRGWGNGCGLFGKGSIDTCAKFACSTKAIGRTILKENIKYEVAIFVHQAGRFSITPAAPSYTLKLGEYGEVTVDCEPRSGIDTNAYYVMTVGTKTFLVHREWFMDLNLPWSSAGSTVWRNRETLMEFEEPHATKQSVIALGSQEGALHQALAGAIPVEFSSNTVKLTSGHLKCRVKMEKLQL, which amino acid positions are active epitope sites? The epitope positions are: [67, 68, 69, 70, 71, 72, 97, 98, 99, 100, 102, 103]. The amino acids at these positions are: CPTMGEGCGLGK. (4) Given the antigen sequence: TAGELYQRWERYRRECQETLAAAEPPSGLACNGSFDMYVCWDYAAPNATARASCPWYLPWHHHVAAGFVLRQCGSDGQWGLWRDHTQCENPE, which amino acid positions are active epitope sites? The epitope positions are: [1, 2, 4, 5, 6, 8, 9, 12, 16, 34, 36, 37, 56, 58, 59, 82, 83, 84, 87, 88... (21 total positions)]. The amino acids at these positions are: AGLYQWERQFMYYPWRDHCEN. (5) Given the antigen sequence: DERETWSGKVDFLLSVIGFAVDLANVWRFPYLCYKNGGGAFLVPYGIMLAVGGIPLFYMELALGQHNRKGAITCWGRLVPLFKGIGYAVVLIAFYVDFYYNVIIAWSLRFFFASFTNSLPWTSCNNIWNTPNCRPFEGHVEGFQSAASEYFNRYILELNRSEGIHDLGAIKWDMALCLLIVYLICYFSLWKGISTSGKVVWFTALFPYAVLLILLIRGLTLPGSFLGIQYYLTPNFSAIYKAEVWVDAATQVFFSLGPGFGVLLAYASYNKYHNNVYKDALLTSFINSATSFIAGFVIFSVLGYMAHTLGVRIEDVATEGPGLVFVVYPAAIATMPASTFWALIFFMMLATLGLDSSFGGSEAIITALSDEFPKIKRNRELFVAGLFSLYFVVGLASCTQGGFYFFHLLDRYAAGYSILVAVFFEAIAVSWIYGTNRFSEDIRDMIGFPPGRYWQVCWRFVAPIFLLFITVYGLIGYEPLTYADYVYPSWANALGWCIAG..., which amino acid positions are active epitope sites? The epitope positions are: [65, 271, 432, 436, 439, 440, 442, 443, 444, 445, 446, 447, 448, 532]. The amino acids at these positions are: HYYREDRDMIGFPR. (6) Given the antigen sequence: SALHWRAAGAATVLLVIVLLAGSYLAVLAERGAPGAQLITYPRALWWSVITATTVGYGDLYPVTLWGRCVAVVVMVAGITSFGLVTAALATWFVGREQERRGH, which amino acid positions are active epitope sites? The epitope positions are: [23, 27, 28, 30, 31, 32, 33, 34, 35, 36, 38, 39, 40, 42]. The amino acids at these positions are: YLARGAPGAQITYR. (7) Given the antigen sequence: GGYMLGSAMSRPIIHFGSDYEDRYYRENMHRYPNQVYYRPMDEYSNQNNFVHDCVNITIKQHTVTTTTKGENFTETDVKMMERVVEQMCITQYERES, which amino acid positions are active epitope sites? The epitope positions are: [12, 14, 15, 16, 17, 18, 19, 20, 21, 23, 24, 25, 27, 28, 29, 31, 32, 73, 75, 80... (22 total positions)]. The amino acids at these positions are: IHFGSDYEDYYRNMHYPTTMRQ. (8) The epitope positions are: [21, 22, 24, 25, 26, 28, 29, 31, 32, 35, 36, 59, 190, 193, 194, 197]. The amino acids at these positions are: HLQLTWGKQARHVIKQ. Given the antigen sequence: QLLSGIVQQQNNLLRAIEAQQHLLQLTVWGIKQLQARILAGGTTWMEWDREINNYTSLIHSLIEESQNQQEKNEQELLEGSGGQLLSGIVQQQNNLLRAIEAQQHLLQLTVWGIKQLQARILGHTTWMEWDREINNYTSLIHSLIEESQNQQEKNEQELLEGSQLLSGIVQQQNNLLRAIEAQQHLLQLTVWGIKQLQARILA, which amino acid positions are active epitope sites? (9) Given the antigen sequence: TQTMKGLDIQKVAGTWYSLAMAASDISLLDAQSAPLRVYVEELKPTPEGDLEILLQKWENGECAQKKIIAEKTKIPAVFKIDALNENKVLVLDTDYKKYLLFCMENSAEPEQSLACQCLVRTPEVDDEALEKFDKALKALPMHIRLSFNPTQLEEQCHI, which amino acid positions are active epitope sites? The epitope positions are: [14, 15, 16, 39, 40, 41, 43, 53, 55, 61, 62, 63, 64, 66, 121, 122, 123, 150, 152, 153... (23 total positions)]. The amino acids at these positions are: TWYVEEKLQECAQKTPETLEEQI. (10) Given the antigen sequence: GSSIVSLLGIKVLNNPAKFTDPYEFEITFECLESLKHDLEWKLTYVGSSRSLDHDQELDSILVGPVPVGVNKFVFSADPPSAELIPASELVSVTVILLSCSYDGREFVRVGYYVNNEYDEEELRENPPAKVQVDHIVRNILAEKPRVTRFNIVWDN, which amino acid positions are active epitope sites? The epitope positions are: [7, 8, 9, 10, 11, 12, 13, 14, 15, 16, 17, 18, 20, 21, 22, 23, 25, 57, 60, 61... (33 total positions)]. The amino acids at these positions are: LGIKVLNNPAKFDPYEELILVGPVGVNKFV....